This data is from Peptide-MHC class I binding affinity with 185,985 pairs from IEDB/IMGT. The task is: Regression. Given a peptide amino acid sequence and an MHC pseudo amino acid sequence, predict their binding affinity value. This is MHC class I binding data. (1) The peptide sequence is HLLCQAFSV. The MHC is HLA-B15:17 with pseudo-sequence HLA-B15:17. The binding affinity (normalized) is 0.0847. (2) The MHC is HLA-A23:01 with pseudo-sequence HLA-A23:01. The peptide sequence is HSVGFDYVY. The binding affinity (normalized) is 0. (3) The MHC is HLA-A68:01 with pseudo-sequence HLA-A68:01. The peptide sequence is STLNFNNLR. The binding affinity (normalized) is 1.00. (4) The peptide sequence is YLKKLDDFY. The MHC is HLA-A02:16 with pseudo-sequence HLA-A02:16. The binding affinity (normalized) is 0.0847. (5) The peptide sequence is GEQRKTFVEL. The MHC is HLA-B40:01 with pseudo-sequence HLA-B40:01. The binding affinity (normalized) is 0.854.